This data is from Full USPTO retrosynthesis dataset with 1.9M reactions from patents (1976-2016). The task is: Predict the reactants needed to synthesize the given product. (1) The reactants are: [Cl:1][C:2]1[C:11]2[C:6](=[C:7]([Cl:12])[CH:8]=[CH:9][CH:10]=2)[C:5]([OH:13])=[CH:4][N:3]=1.C([O-])([O-])=O.[K+].[K+].[CH2:20](I)[CH3:21]. Given the product [Cl:1][C:2]1[C:11]2[C:6](=[C:7]([Cl:12])[CH:8]=[CH:9][CH:10]=2)[C:5]([O:13][CH2:20][CH3:21])=[CH:4][N:3]=1, predict the reactants needed to synthesize it. (2) Given the product [F:13][C:14]1[CH:15]=[C:16]([N:17]2[C:18]3[C:19](=[CH:31][C:32]([F:36])=[C:33]([F:35])[CH:34]=3)[C:20](=[O:21])[N:22]([O:23][CH2:24][C:25]3[CH:26]=[CH:27][CH:28]=[CH:29][CH:30]=3)[C:1]2=[O:2])[CH:37]=[CH:38][CH:39]=1, predict the reactants needed to synthesize it. The reactants are: [C:1](N1C=CN=C1)(N1C=CN=C1)=[O:2].[F:13][C:14]1[CH:15]=[C:16]([CH:37]=[CH:38][CH:39]=1)[NH:17][C:18]1[CH:34]=[C:33]([F:35])[C:32]([F:36])=[CH:31][C:19]=1[C:20]([NH:22][O:23][CH2:24][C:25]1[CH:30]=[CH:29][CH:28]=[CH:27][CH:26]=1)=[O:21]. (3) Given the product [C:1]([O:5][C:6]([N:8]1[CH2:9][CH2:10][N:11]([C:14]2[CH:19]=[CH:18][C:17]([N+:20]([O-:22])=[O:21])=[C:16]([NH:23][C:32](=[O:33])[CH2:31][O:24][C:25]3[CH:30]=[CH:29][CH:28]=[CH:27][CH:26]=3)[CH:15]=2)[CH2:12][CH2:13]1)=[O:7])([CH3:4])([CH3:2])[CH3:3], predict the reactants needed to synthesize it. The reactants are: [C:1]([O:5][C:6]([N:8]1[CH2:13][CH2:12][N:11]([C:14]2[CH:19]=[CH:18][C:17]([N+:20]([O-:22])=[O:21])=[C:16]([NH2:23])[CH:15]=2)[CH2:10][CH2:9]1)=[O:7])([CH3:4])([CH3:3])[CH3:2].[O:24]([CH2:31][C:32](Cl)=[O:33])[C:25]1[CH:30]=[CH:29][CH:28]=[CH:27][CH:26]=1.C(N(CC)CC)C. (4) Given the product [CH2:1]([N:3]1[CH:7]=[C:6]([C:40]2[CH:48]=[CH:47][N:46]=[C:45]3[NH:44][CH:43]=[CH:42][C:41]=23)[C:5]([C:17]2[C:18]([F:38])=[C:19]([N:23]([CH2:55][O:52][CH3:49])[S:24]([C:27]3[CH:32]=[C:31]([F:33])[CH:30]=[CH:29][C:28]=3[F:35])(=[O:26])=[O:25])[CH:20]=[CH:21][CH:22]=2)=[N:4]1)[CH3:2], predict the reactants needed to synthesize it. The reactants are: [CH2:1]([N:3]1[CH:7]=[C:6](B2OC(C)(C)C(C)(C)O2)[C:5]([C:17]2[C:18]([F:38])=[C:19]([N:23](OC)[S:24]([C:27]3[CH:32]=[C:31]([F:33])[CH:30]=[C:29](C)[C:28]=3[F:35])(=[O:26])=[O:25])[CH:20]=[CH:21][CH:22]=2)=[N:4]1)[CH3:2].I[C:40]1[CH:48]=[CH:47][N:46]=[C:45]2[C:41]=1[CH:42]=[CH:43][NH:44]2.[C:49](=[O:52])([O-])[O-].[Cs+].[Cs+].[CH2:55](Cl)Cl. (5) Given the product [NH2:11][C:10]1[C:9]2=[C:8]([C:12]3[CH:17]=[CH:16][C:15]([N+:18]([O-:20])=[O:19])=[C:14]([F:21])[CH:13]=3)[C:7]([C:22]([O:24][CH2:25][CH3:26])=[O:23])=[CH:6][N:5]2[N:4]=[CH:31][N:32]=1, predict the reactants needed to synthesize it. The reactants are: CCO.[NH2:4][N:5]1[C:9]([C:10]#[N:11])=[C:8]([C:12]2[CH:17]=[CH:16][C:15]([N+:18]([O-:20])=[O:19])=[C:14]([F:21])[CH:13]=2)[C:7]([C:22]([O:24][CH2:25][CH3:26])=[O:23])=[CH:6]1.C(O)(=O)C.[CH:31](N)=[NH:32].O. (6) Given the product [Cl:22][C:9]1[N:10]2[C:14](=[C:15]([C:16]3[CH:17]=[CH:18][CH:19]=[CH:20][CH:21]=3)[C:8]=1[C:5]1[CH:4]=[CH:3][C:2]([F:1])=[CH:7][CH:6]=1)[CH2:13][CH2:12][CH2:11]2, predict the reactants needed to synthesize it. The reactants are: [F:1][C:2]1[CH:7]=[CH:6][C:5]([C:8]2[C:15]([C:16]3[CH:21]=[CH:20][CH:19]=[CH:18][CH:17]=3)=[C:14]3[N:10]([CH2:11][CH2:12][CH2:13]3)[CH:9]=2)=[CH:4][CH:3]=1.[Cl:22]N1C(=O)CCC1=O. (7) The reactants are: C(OC([N:8]1[CH2:33][CH2:32][C:11]2([CH2:14][N:13]([C@H:15]3[C:23]4[C:18](=[CH:19][C:20]([C:24]5[CH:29]=[CH:28][C:27]([C:30]#[N:31])=[CH:26][N:25]=5)=[CH:21][CH:22]=4)[CH2:17][CH2:16]3)[CH2:12]2)[CH2:10][CH2:9]1)=O)(C)(C)C.[ClH:34]. Given the product [ClH:34].[ClH:34].[CH2:12]1[C:11]2([CH2:10][CH2:9][NH:8][CH2:33][CH2:32]2)[CH2:14][N:13]1[C@H:15]1[C:23]2[C:18](=[CH:19][C:20]([C:24]3[CH:29]=[CH:28][C:27]([C:30]#[N:31])=[CH:26][N:25]=3)=[CH:21][CH:22]=2)[CH2:17][CH2:16]1, predict the reactants needed to synthesize it.